This data is from Full USPTO retrosynthesis dataset with 1.9M reactions from patents (1976-2016). The task is: Predict the reactants needed to synthesize the given product. Given the product [C:18]([O:17][C:16]([NH:15][C:12]1[CH:11]=[CH:10][C:9]([CH2:8][CH2:7][C:5]2[N:6]=[C:2]([NH:1][C:35](=[O:36])[O:37][CH2:38][CH3:39])[S:3][C:4]=2[CH2:23][C:24]2[CH:29]=[CH:28][C:27]([S:30]([CH3:33])(=[O:32])=[O:31])=[CH:26][CH:25]=2)=[CH:14][CH:13]=1)=[O:22])([CH3:21])([CH3:20])[CH3:19], predict the reactants needed to synthesize it. The reactants are: [NH2:1][C:2]1[S:3][C:4]([CH2:23][C:24]2[CH:29]=[CH:28][C:27]([S:30]([CH3:33])(=[O:32])=[O:31])=[CH:26][CH:25]=2)=[C:5]([CH2:7][CH2:8][C:9]2[CH:14]=[CH:13][C:12]([NH:15][C:16](=[O:22])[O:17][C:18]([CH3:21])([CH3:20])[CH3:19])=[CH:11][CH:10]=2)[N:6]=1.Cl[C:35]([O:37][CH2:38][CH3:39])=[O:36].